Dataset: Catalyst prediction with 721,799 reactions and 888 catalyst types from USPTO. Task: Predict which catalyst facilitates the given reaction. (1) Reactant: [NH2:1][C:2]1[C:3]([C:7]2[N:8]([C:16]3[CH:21]=[CH:20][C:19]([OH:22])=[CH:18][CH:17]=3)[C:9]3[CH:14]=[CH:13][N:12]=[CH:11][C:10]=3[N:15]=2)=[N:4][O:5][N:6]=1.O[CH:24]1[CH2:29][CH2:28][N:27]([C:30]([O:32][C:33]([CH3:36])([CH3:35])[CH3:34])=[O:31])[CH2:26][CH2:25]1.C1(P(C2C=CC=CC=2)C2C=CC=CC=2)C=CC=CC=1.N(C(OC(C)C)=O)=NC(OC(C)C)=O. Product: [NH2:1][C:2]1[C:3]([C:7]2[N:8]([C:16]3[CH:21]=[CH:20][C:19]([O:22][CH:24]4[CH2:29][CH2:28][N:27]([C:30]([O:32][C:33]([CH3:36])([CH3:35])[CH3:34])=[O:31])[CH2:26][CH2:25]4)=[CH:18][CH:17]=3)[C:9]3[CH:14]=[CH:13][N:12]=[CH:11][C:10]=3[N:15]=2)=[N:4][O:5][N:6]=1. The catalyst class is: 12. (2) Reactant: Br[C:2]1[CH:3]=[N:4][CH:5]=[C:6]2[C:11]=1[N:10]=[C:9]([C:12]([NH2:14])=[O:13])[CH:8]=[CH:7]2.[C:15]([C:17]1[CH:22]=[CH:21][C:20](B(O)O)=[CH:19][CH:18]=1)#[N:16].C(=O)([O-])[O-].[Cs+].[Cs+]. Product: [C:15]([C:17]1[CH:22]=[CH:21][C:20]([C:2]2[CH:3]=[N:4][CH:5]=[C:6]3[C:11]=2[N:10]=[C:9]([C:12]([NH2:14])=[O:13])[CH:8]=[CH:7]3)=[CH:19][CH:18]=1)#[N:16]. The catalyst class is: 688. (3) Reactant: [S:1]1[CH:5]=[CH:4][C:3](B(O)O)=[CH:2]1.C(=O)([O-])[O-].[Na+].[Na+].[Cl:15][C:16]1[CH:17]=[CH:18][C:19]2[N:20]([N:22]=[C:23](OS(C(F)(F)F)(=O)=O)[CH:24]=2)[CH:21]=1. Product: [Cl:15][C:16]1[CH:17]=[CH:18][C:19]2[N:20]([N:22]=[C:23]([C:3]3[CH:4]=[CH:5][S:1][CH:2]=3)[CH:24]=2)[CH:21]=1. The catalyst class is: 9. (4) Reactant: [NH2:1][C:2]1[CH:3]=[C:4]([CH:8]=[C:9](Br)[CH:10]=1)[C:5]([OH:7])=[O:6].[CH3:12][C:13]([C:16]1[CH:21]=[CH:20][C:19](B(O)O)=[CH:18][CH:17]=1)([CH3:15])[CH3:14].C(=O)([O-])[O-].[K+].[K+]. The catalyst class is: 70. Product: [NH2:1][C:2]1[CH:3]=[C:4]([C:5]([OH:7])=[O:6])[CH:8]=[C:9]([C:19]2[CH:20]=[CH:21][C:16]([C:13]([CH3:15])([CH3:14])[CH3:12])=[CH:17][CH:18]=2)[CH:10]=1. (5) Reactant: [Br:1]Br.[N+:3]([C:6]1[CH:12]=[CH:11][C:9]([NH2:10])=[CH:8][CH:7]=1)([O-:5])=[O:4]. Product: [Br:1][C:11]1[CH:12]=[C:6]([N+:3]([O-:5])=[O:4])[CH:7]=[CH:8][C:9]=1[NH2:10]. The catalyst class is: 15. (6) Reactant: [CH3:1][N:2]([CH3:23])[C@H:3]([C:17]1[CH:22]=[CH:21][CH:20]=[CH:19][CH:18]=1)[C:4]([NH:6][C:7]1[CH:8]=[C:9]2[C:14](=[CH:15][CH:16]=1)[CH:13]=[N:12][CH:11]=[CH:10]2)=[O:5].[ClH:24]. Product: [ClH:24].[ClH:24].[CH3:1][N:2]([CH3:23])[C@H:3]([C:17]1[CH:22]=[CH:21][CH:20]=[CH:19][CH:18]=1)[C:4]([NH:6][C:7]1[CH:8]=[C:9]2[C:14](=[CH:15][CH:16]=1)[CH:13]=[N:12][CH:11]=[CH:10]2)=[O:5]. The catalyst class is: 2.